This data is from Cav3 T-type calcium channel HTS with 100,875 compounds. The task is: Binary Classification. Given a drug SMILES string, predict its activity (active/inactive) in a high-throughput screening assay against a specified biological target. (1) The molecule is Fc1cc(NC2CCN(CC2)C)ccc1. The result is 0 (inactive). (2) The compound is S(=O)(=O)(N(CC1OCCC1)CC(=O)Nc1ccccc1)c1ccc(S(=O)(=O)NCC2OCCC2)cc1. The result is 0 (inactive). (3) The result is 0 (inactive). The compound is S(CC(=O)Nc1ccc(OC(F)(F)F)cc1)c1n(nnn1)CC(O)=O. (4) The molecule is O(C(=O)C(c1nc2c(nc1N1CCCC1)cccc2)C#N)C(C)C. The result is 0 (inactive). (5) The drug is S(=O)(=O)(Nc1cc(OC)cc(OC)c1)c1ccc(NC(=O)C)cc1. The result is 0 (inactive). (6) The drug is O1C(=O)C(/N=C1c1ccccc1)=C(/N(C)C)CN1CCN(CC1)C=O. The result is 0 (inactive). (7) The molecule is s1c(C(=O)NC2CC2)cc2c1n(nc2C)c1c(cccc1)C. The result is 0 (inactive). (8) The molecule is S(c1c2c([nH]c1C)cccc2)CC(=O)Nc1noc(c1)C. The result is 1 (active). (9) The compound is s1c(/C=N\n2c(nnc2C)C)ccc1. The result is 0 (inactive). (10) The compound is O=C(N1CCN(CC1)c1ncccc1)CCc1c(n2nc(nc2nc1C)C)C. The result is 0 (inactive).